Dataset: Forward reaction prediction with 1.9M reactions from USPTO patents (1976-2016). Task: Predict the product of the given reaction. (1) Given the reactants ClC1N=C(/C=C(/C2C=C(N[S:18]([C:21]3[C:26]([F:27])=[CH:25][CH:24]=[CH:23][C:22]=3[F:28])(=[O:20])=[O:19])C=CC=2)\O)C=CN=1.[NH2:29][C:30]1[C:31]([Cl:40])=[C:32]([CH:37]=[CH:38][CH:39]=1)[C:33]([O:35][CH3:36])=[O:34].N1C=CC=CC=1.FC1C=CC=C(F)C=1S(Cl)(=O)=O, predict the reaction product. The product is: [Cl:40][C:31]1[C:30]([NH:29][S:18]([C:21]2[C:26]([F:27])=[CH:25][CH:24]=[CH:23][C:22]=2[F:28])(=[O:20])=[O:19])=[CH:39][CH:38]=[CH:37][C:32]=1[C:33]([O:35][CH3:36])=[O:34]. (2) Given the reactants [CH2:1]([O:8][N:9]([C@H:22]1[CH2:27][N:26]([C:28]([O:30][C:31]([CH3:34])([CH3:33])[CH3:32])=[O:29])[C@H:25]([CH2:35][O:36][Si](C(C)(C)C)(C)C)[CH:24]=[C:23]1[CH2:44][CH2:45][N+:46]([O-:48])=[O:47])[S:10]([C:13]1[CH:18]=[CH:17][CH:16]=[CH:15][C:14]=1[N+:19]([O-:21])=[O:20])(=[O:12])=[O:11])[C:2]1[CH:7]=[CH:6][CH:5]=[CH:4][CH:3]=1.C(Cl)(=O)C, predict the reaction product. The product is: [CH2:1]([O:8][N:9]([C@H:22]1[CH2:27][N:26]([C:28]([O:30][C:31]([CH3:34])([CH3:33])[CH3:32])=[O:29])[C@H:25]([CH2:35][OH:36])[CH:24]=[C:23]1[CH2:44][CH2:45][N+:46]([O-:48])=[O:47])[S:10]([C:13]1[CH:18]=[CH:17][CH:16]=[CH:15][C:14]=1[N+:19]([O-:21])=[O:20])(=[O:11])=[O:12])[C:2]1[CH:3]=[CH:4][CH:5]=[CH:6][CH:7]=1. (3) Given the reactants [F:1][C:2]1[CH:23]=[CH:22][CH:21]=[C:20]([F:24])[C:3]=1[CH2:4][O:5][C:6]1[C:7]2[N:8]([C:13]([C:17]([OH:19])=O)=[C:14]([CH3:16])[N:15]=2)[CH:9]=[C:10]([CH3:12])[N:11]=1.CN(C(ON1N=NC2C=CC=NC1=2)=[N+](C)C)C.F[P-](F)(F)(F)(F)F.C(N(CC)C(C)C)(C)C.[NH2:58][C@H:59]1[CH2:63][CH2:62][NH:61][C:60]1=[O:64], predict the reaction product. The product is: [F:24][C:20]1[CH:21]=[CH:22][CH:23]=[C:2]([F:1])[C:3]=1[CH2:4][O:5][C:6]1[C:7]2[N:8]([C:13]([C:17]([NH:58][C@H:59]3[CH2:63][CH2:62][NH:61][C:60]3=[O:64])=[O:19])=[C:14]([CH3:16])[N:15]=2)[CH:9]=[C:10]([CH3:12])[N:11]=1. (4) Given the reactants OO.[Cl:3][C:4]1[O:5][C:6]([C:9]2[CH:10]=[C:11]([CH:14]=[CH:15][CH:16]=2)[C:12]#[N:13])=[CH:7][N:8]=1.C([O-])([O-])=[O:18].[K+].[K+], predict the reaction product. The product is: [Cl:3][C:4]1[O:5][C:6]([C:9]2[CH:10]=[C:11]([CH:14]=[CH:15][CH:16]=2)[C:12]([NH2:13])=[O:18])=[CH:7][N:8]=1. (5) Given the reactants [F:1][C:2]1[CH:39]=[CH:38][C:5]([CH2:6][C@H:7]2[C@H:15]([CH3:16])[O:14][C:13](=[O:17])[C@@H:12]([NH:18][C:19](=[O:29])[C:20]3[C:25]([OH:26])=[C:24]([O:27][CH3:28])[CH:23]=[CH:22][N:21]=3)[CH2:11][CH2:10][O:9][C@@H:8]2[CH2:30][CH2:31][C:32]2[CH:37]=[CH:36][CH:35]=[CH:34][CH:33]=2)=[CH:4][CH:3]=1.C([O-])([O-])=O.[K+].[K+].[C:46]([O:49][CH2:50]Br)(=[O:48])[CH3:47], predict the reaction product. The product is: [C:46]([O:49][CH2:50][O:26][C:25]1[C:20]([C:19](=[O:29])[NH:18][C@H:12]2[CH2:11][CH2:10][O:9][C@H:8]([CH2:30][CH2:31][C:32]3[CH:37]=[CH:36][CH:35]=[CH:34][CH:33]=3)[C@@H:7]([CH2:6][C:5]3[CH:4]=[CH:3][C:2]([F:1])=[CH:39][CH:38]=3)[C@H:15]([CH3:16])[O:14][C:13]2=[O:17])=[N:21][CH:22]=[CH:23][C:24]=1[O:27][CH3:28])(=[O:48])[CH3:47]. (6) Given the reactants [CH3:1][O:2][C:3]1[N:8]=[C:7]([NH2:9])[CH:6]=[CH:5][C:4]=1[C:10]1[CH:11]=[N:12][N:13]([CH3:15])[CH:14]=1.Cl[C:17]1[CH:18]=[CH:19][C:20]2[CH2:21][N:22]([CH3:35])[CH:23]([CH3:34])[CH:24]([C:28]3[S:29][CH:30]=[C:31]([CH3:33])[N:32]=3)[O:25][C:26]=2[N:27]=1.C(=O)([O-])[O-].[Cs+].[Cs+].C1(P(C2CCCCC2)C2C=CC=CC=2C2C=CC=CC=2)CCCCC1, predict the reaction product. The product is: [CH3:1][O:2][C:3]1[N:8]=[C:7]([NH:9][C:17]2[CH:18]=[CH:19][C:20]3[CH2:21][N:22]([CH3:35])[CH:23]([CH3:34])[CH:24]([C:28]4[S:29][CH:30]=[C:31]([CH3:33])[N:32]=4)[O:25][C:26]=3[N:27]=2)[CH:6]=[CH:5][C:4]=1[C:10]1[CH:11]=[N:12][N:13]([CH3:15])[CH:14]=1. (7) Given the reactants NC(N)=O.[CH3:5][S:6][CH2:7][CH2:8][CH2:9][NH:10][S:11]([C:14]1[C:19]([Cl:20])=[CH:18][CH:17]=[C:16]([NH2:21])[C:15]=1[OH:22])(=[O:13])=[O:12].[Cl:23][C:24]1[C:29]([Cl:30])=[CH:28][CH:27]=[CH:26][C:25]=1[N:31]=[C:32]=[O:33], predict the reaction product. The product is: [Cl:20][C:19]1[CH:18]=[CH:17][C:16]([NH:21][C:32]([NH:31][C:25]2[CH:26]=[CH:27][CH:28]=[C:29]([Cl:30])[C:24]=2[Cl:23])=[O:33])=[C:15]([OH:22])[C:14]=1[S:11]([NH:10][CH2:9][CH2:8][CH2:7][S:6][CH3:5])(=[O:13])=[O:12]. (8) Given the reactants Cl[C:2]1[CH:7]=[C:6]([CH3:8])[CH:5]=[CH:4][C:3]=1[N+:9]([O-])=O.[NH:12]1[CH2:16][CH2:15][CH2:14][C:13]1=O, predict the reaction product. The product is: [CH3:8][C:6]1[CH:5]=[CH:4][C:3]2[N:9]=[C:13]3[CH2:14][CH2:15][CH2:16][N:12]3[C:2]=2[CH:7]=1. (9) The product is: [Br:27][CH2:1][C:2]1([F:17])[CH2:6][CH2:5][N:4]([C:7]([O:9][CH2:10][C:11]2[CH:16]=[CH:15][CH:14]=[CH:13][CH:12]=2)=[O:35])[CH2:3]1. Given the reactants [CH2:1]=[C:2]1[CH2:6][CH2:5][N:4]([C:7]([O:9][CH2:10][C:11]2[CH:16]=[CH:15][CH:14]=[CH:13][CH:12]=2)=O)[CH2:3]1.[FH:17].F.F.C(N(CC)CC)C.[Br:27]N1C(=O)CCC1=O.[OH-:35].[Na+], predict the reaction product.